This data is from Forward reaction prediction with 1.9M reactions from USPTO patents (1976-2016). The task is: Predict the product of the given reaction. (1) Given the reactants [CH3:1][O:2][C:3]1[C:8]([NH2:9])=[CH:7][C:6]([C:10]#[C:11][C:12]2[C:13]([CH3:24])=[N:14][CH:15]=[N:16][C:17]=2[N:18]2[CH2:23][CH2:22][O:21][CH2:20][CH2:19]2)=[CH:5][N:4]=1.[CH3:25][N:26]1[C:30]([S:31](Cl)(=[O:33])=[O:32])=[CH:29][CH:28]=[N:27]1.N1C=CC=CC=1.O, predict the reaction product. The product is: [CH3:1][O:2][C:3]1[C:8]([NH:9][S:31]([C:30]2[N:26]([CH3:25])[N:27]=[CH:28][CH:29]=2)(=[O:33])=[O:32])=[CH:7][C:6]([C:10]#[C:11][C:12]2[C:13]([CH3:24])=[N:14][CH:15]=[N:16][C:17]=2[N:18]2[CH2:19][CH2:20][O:21][CH2:22][CH2:23]2)=[CH:5][N:4]=1. (2) Given the reactants CN(C)C[CH2:4][CH2:5][O:6][C:7]1[CH:12]=[CH:11][C:10](C2C=C3C4C(=CN=C(C5C=NC=CC=5)C=4)NC3=NC=2)=[CH:9][CH:8]=1.Br[C:34]1[CH:35]=[C:36]2[C:46]3[C:41](=[CH:42][N:43]=[C:44]([C:47]4[CH:48]=[N:49][CH:50]=[CH:51][CH:52]=4)[CH:45]=3)[NH:40][C:37]2=[N:38][CH:39]=1, predict the reaction product. The product is: [CH2:37]([N:38]([CH2:39][CH3:34])[CH2:4][CH2:5][O:6][C:7]1[CH:8]=[CH:9][CH:10]=[C:11]([C:34]2[CH:35]=[C:36]3[C:46]4[C:41](=[CH:42][N:43]=[C:44]([C:47]5[CH:48]=[N:49][CH:50]=[CH:51][CH:52]=5)[CH:45]=4)[NH:40][C:37]3=[N:38][CH:39]=2)[CH:12]=1)[CH3:36]. (3) The product is: [Cl:14][C:15]1[CH:20]=[C:19]([F:21])[CH:18]=[CH:17][C:16]=1[O:1][CH2:2][C:3]1[CH:8]=[CH:7][N:6]=[C:5]([C:9]([O:11][CH2:12][CH3:13])=[O:10])[CH:4]=1. Given the reactants [OH:1][CH2:2][C:3]1[CH:8]=[CH:7][N:6]=[C:5]([C:9]([O:11][CH2:12][CH3:13])=[O:10])[CH:4]=1.[Cl:14][C:15]1[CH:20]=[C:19]([F:21])[CH:18]=[CH:17][C:16]=1O.C(OC(N1CCCC(COC2C=CC=CC=2Cl)C1)=O)(C)(C)C, predict the reaction product. (4) Given the reactants [CH:1]([C:4]1[CH:9]=[CH:8][C:7]([S:10]([C:13]2[CH:18]=[CH:17][CH:16]=[CH:15][CH:14]=2)(=[O:12])=[O:11])=[CH:6][C:5]=1[S:19](Cl)(=[O:21])=[O:20])([CH3:3])[CH3:2].Cl.[NH2:24][CH:25]1[CH2:30][CH2:29][N:28]([C:31]([C:33]2[CH:40]=[CH:39][C:36]([C:37]#[N:38])=[CH:35][CH:34]=2)=[O:32])[CH2:27][CH2:26]1.C(N(C(C)C)CC)(C)C, predict the reaction product. The product is: [C:37]([C:36]1[CH:35]=[CH:34][C:33]([C:31]([N:28]2[CH2:27][CH2:26][CH:25]([NH:24][S:19]([C:5]3[CH:6]=[C:7]([S:10]([C:13]4[CH:18]=[CH:17][CH:16]=[CH:15][CH:14]=4)(=[O:12])=[O:11])[CH:8]=[CH:9][C:4]=3[CH:1]([CH3:3])[CH3:2])(=[O:21])=[O:20])[CH2:30][CH2:29]2)=[O:32])=[CH:40][CH:39]=1)#[N:38]. (5) Given the reactants [CH:1]1([OH:10])[C:9]2[C:4](=[CH:5][CH:6]=[CH:7][CH:8]=2)[CH2:3][CH2:2]1.[CH3:11][O:12][C:13](=[O:25])[CH2:14][C@H:15]1[C:19]2[CH:20]=[CH:21][C:22](O)=[CH:23][C:18]=2[O:17][CH2:16]1, predict the reaction product. The product is: [CH3:11][O:12][C:13](=[O:25])[CH2:14][CH:15]1[C:19]2[CH:20]=[CH:21][CH:22]=[CH:23][C:18]=2[O:17][C@@H:16]1[O:10][CH:1]1[C:9]2[C:4](=[CH:5][CH:6]=[CH:7][CH:8]=2)[CH2:3][CH2:2]1.